Dataset: Full USPTO retrosynthesis dataset with 1.9M reactions from patents (1976-2016). Task: Predict the reactants needed to synthesize the given product. Given the product [C:20]([O:19][C@@H:18]1[C@@H:23]([O:24][C:25](=[O:27])[CH3:26])[C@H:28]([O:29][C:30](=[O:32])[CH3:31])[C@@H:33]([CH2:35][O:36][C:37](=[O:39])[CH3:38])[O:34][C@H:17]1[N:10]1[C:11]2[C:16](=[CH:15][CH:14]=[CH:13][CH:12]=2)[C:8]([CH2:6][C:5]2[S:1][C:2]3[CH:43]=[CH:42][CH:41]=[CH:40][C:3]=3[CH:4]=2)=[CH:9]1)(=[O:22])[CH3:21], predict the reactants needed to synthesize it. The reactants are: [S:1]1[C:5]([C:6]([C:8]2[C:16]3[C:11](=[CH:12][CH:13]=[CH:14][CH:15]=3)[N:10]([C@@H:17]3[O:34][C@H:33]([CH2:35][O:36][C:37](=[O:39])[CH3:38])[C@@H:28]([O:29][C:30](=[O:32])[CH3:31])[C@H:23]([O:24][C:25](=[O:27])[CH3:26])[C@H:18]3[O:19][C:20](=[O:22])[CH3:21])[CH:9]=2)=O)=[CH:4][C:3]2[CH:40]=[CH:41][CH:42]=[CH:43][C:2]1=2.[BH4-].[Na+].